Dataset: Drug-target binding data from BindingDB using IC50 measurements. Task: Regression. Given a target protein amino acid sequence and a drug SMILES string, predict the binding affinity score between them. We predict pIC50 (pIC50 = -log10(IC50 in M); higher means more potent). Dataset: bindingdb_ic50. (1) The drug is COc1ccc(S(=O)(=O)N2C[C@@H](NC(=O)CNC(=O)[C@@H](N)CC(C)C)C[C@H]2C(=O)NO)cc1. The target protein (P08253) has sequence MEALMARGALTGPLRALCLLGCLLSHAAAAPSPIIKFPGDVAPKTDKELAVQYLNTFYGCPKESCNLFVLKDTLKKMQKFFGLPQTGDLDQNTIETMRKPRCGNPDVANYNFFPRKPKWDKNQITYRIIGYTPDLDPETVDDAFARAFQVWSDVTPLRFSRIHDGEADIMINFGRWEHGDGYPFDGKDGLLAHAFAPGTGVGGDSHFDDDELWTLGEGQVVRVKYGNADGEYCKFPFLFNGKEYNSCTDTGRSDGFLWCSTTYNFEKDGKYGFCPHEALFTMGGNAEGQPCKFPFRFQGTSYDSCTTEGRTDGYRWCGTTEDYDRDKKYGFCPETAMSTVGGNSEGAPCVFPFTFLGNKYESCTSAGRSDGKMWCATTANYDDDRKWGFCPDQGYSLFLVAAHEFGHAMGLEHSQDPGALMAPIYTYTKNFRLSQDDIKGIQELYGASPDIDLGTGPTPTLGPVTPEICKQDIVFDGIAQIRGEIFFFKDRFIWRTVTPR.... The pIC50 is 4.5. (2) The target protein (P32418) has sequence MYNMRRLSLSPTFSMGFHLLVTVSLLFSHVDHVIAETEMEGEGNETGECTGSYYCKKGVILPIWEPQDPSFGDKIARATVYFVAMVYMFLGVSIIADRFMSSIEVITSQEKEITIKKPNGETTKTTVRIWNETVSNLTLMALGSSAPEILLSVIEVCGHNFTAGDLGPSTIVGSAAFNMFIIIALCVYVVPDGETRKIKHLRVFFVTAAWSIFAYTWLYIILSVISPGVVEVWEGLLTFFFFPICVVFAWVADRRLLFYKYVYKRYRAGKQRGMIIEHEGDRPSSKTEIEMDGKVVNSHVENFLDGALVLEVDERDQDDEEARREMARILKELKQKHPDKEIEQLIELANYQVLSQQQKSRAFYRIQATRLMTGAGNILKRHAADQARKAVSMHEVNTEVTENDPVSKIFFEQGTYQCLENCGTVALTIIRRGGDLTNTVFVDFRTEDGTANAGSDYEFTEGTVVFKPGDTQKEIRVGIIDDDIFEEDENFLVHLSNVKV.... The small molecule is Cc1ccc(C(=O)NCc2cnc(Oc3ccc4c(c3)CCC(c3ccccc3)O4)s2)cn1. The pIC50 is 5.9. (3) The compound is CCS(=O)(=O)CCN(C(=O)Cc1ccc(F)c(C(F)(F)F)c1)[C@H](C)c1nc2ncccc2c(=O)n1-c1ccc(OCC(F)(F)F)cc1. The target protein sequence is MVLEVSDHQVLNDAEVAALLENFSSSYDYGENESDSCCTSPPCPQDFSLNFDRAFLPALYSLLFLLGLLGNGAVAAVLLSRRAALSSTDTFLLHLAVADTLLVLTLPLWAVDAAVQWVFGSGLCKVAGALFNINFYAGALLLACISFDRYLNIVHATQLYRRGPPARVTLTCLAVWGLCLLFALPDFIFLSAHHDERLNATHCQYNFPQVGRTALRVLQLVAGFLLPLLVMAYCYAHILAVLLVSRGQRRLRAMRLVVAVVVAFALCWTPYHLVVLVDILMDLGALARNCGRESRVDVAKSVTSGLGYMHCCLNPLLYAFVGVKFRERMWMLLLRLGCPNQRGLQRQPSSSRRDSSWSETSEASYSGL. The pIC50 is 8.7. (4) The compound is O=C1O[C@H]2c3ccccc3[C@H](O)[C@]23O[C@@H](c2ccccc2)[C@H](C(=O)Nc2ccc(Cl)c(Cl)c2)[C@H]13. The target protein (O95363) has sequence MVGSALRRGAHAYVYLVSKASHISRGHQHQAWGSRPPAAECATQRAPGSVVELLGKSYPQDDHSNLTRKVLTRVGRNLHNQQHHPLWLIKERVKEHFYKQYVGRFGTPLFSVYDNLSPVVTTWQNFDSLLIPADHPSRKKGDNYYLNRTHMLRAHTSAHQWDLLHAGLDAFLVVGDVYRRDQIDSQHYPIFHQLEAVRLFSKHELFAGIKDGESLQLFEQSSRSAHKQETHTMEAVKLVEFDLKQTLTRLMAHLFGDELEIRWVDCYFPFTHPSFEMEINFHGEWLEVLGCGVMEQQLVNSAGAQDRIGWAFGLGLERLAMILYDIPDIRLFWCEDERFLKQFCVSNINQKVKFQPLSKYPAVINDISFWLPSENYAENDFYDLVRTIGGDLVEKVDLIDKFVHPKTHKTSHCYRITYRHMERTLSQREVRHIHQALQEAAVQLLGVEGRF. The pIC50 is 6.6. (5) The compound is O=c1ccsn1-c1cccc(C(F)(F)F)c1. The target protein (Q673L6) has sequence MPRAPRCPAVRSLLRSRYREVWPLATFVRRLGLEGSRLVQPGDPKVFRTLVAQCLVCVPWGSQPPPADLSFHQVSSLKELVSRVVQKLCERGERNVLAFGFALLNGARGGPPMAFTTSVHSYLPNSVTESLCVSGAWMLLLSRVGDDLLVYLLSHCALYLLVPPSCAYQVCGSPLYQICATTDTWSSVPAGYRPTRPVGGNFTNLGSAHQIKNSGHQEAPKPQALPSRGTKRLLSLTSTNVPSAKKARFEPALRVDKGPHRQVVPTPSGKTWAPSPAASPKVPPAAKNLSLKGKASDPSLSGSVCCKHKPSSSSLLSSPPQDAEKLRPFTETRHFLYSRGGGQEELNPSFLLNSLPPSLTGARRLVEIIFLGSRPRTSGPFCRTRRLPRRYWQMRPLFQQLLMNHAKCQYVRFLRSHCRFRTANQRVPDAMDTSPSHLTSLLRLHSSPWQVYGFLRACLRELVPAGLWGTRHNERRFLKNVKKFISLGKYAKLSLQELMW.... The pIC50 is 6.0. (6) The small molecule is O=C(O)CCC(=O)Nc1nc2ccc(NC(=O)c3cc(Br)c(Br)[nH]3)cc2s1. The target protein (P0A0K8) has sequence MVTALSDVNNTDNYGAGQIQVLEGLEAVRKRPGMYIGSTSERGLHHLVWEIVDNSIDEALAGYANQIEVVIEKDNWIKVTDNGRGIPVDIQEKMGRPAVEVILTVLHAGGKFGGGGYKVSGGLHGVGSSVVNALSQDLEVYVHRNETIYHQAYKKGVPQFDLKEVGTTDKTGTVIRFKADGEIFTETTVYNYETLQQRIRELAFLNKGIQITLRDERDEENVREDSYHYEGGIKSYVELLNENKEPIHDEPIYIHQSKDDIEVEIAIQYNSGYATNLLTYANNIHTYEGGTHEDGFKRALTRVLNSYGLSSKIMKEEKDRLSGEDTREGMTAIISIKHGDPQFEGQTKTKLGNSEVRQVVDKLFSEHFERFLYENPQVARTVVEKGIMAARARVAAKKAREVTRRKSALDVASLPGKLADCSSKSPEECEIFLVEGDSAGGSTKSGRDSRTQAILPLRGKILNVEKARLDRILNNNEIRQMITAFGTGIGGDFDLAKARY.... The pIC50 is 4.0. (7) The drug is CC1=C(O)C(C)(Cc2cccc(-c3ccccc3)c2)SC1=O. The target protein (P9WNG3) has sequence MTEIATTSGARSVGLLSVGAYRPERVVTNDEICQHIDSSDEWIYTRTGIKTRRFAADDESAASMATEACRRALSNAGLSAADIDGVIVTTNTHFLQTPPAAPMVAASLGAKGILGFDLSAGCAGFGYALGAAADMIRGGGAATMLVVGTEKLSPTIDMYDRGNCFIFADGAAAVVVGETPFQGIGPTVAGSDGEQADAIRQDIDWITFAQNPSGPRPFVRLEGPAVFRWAAFKMGDVGRRAMDAAGVRPDQIDVFVPHQANSRINELLVKNLQLRPDAVVANDIEHTGNTSAASIPLAMAELLTTGAAKPGDLALLIGYGAGLSYAAQVVRMPKG. The pIC50 is 3.7.